From a dataset of Reaction yield outcomes from USPTO patents with 853,638 reactions. Predict the reaction yield, written as a fraction of the theoretical maximum amount of product (1.0 means a 100% yield; for example, 0.34 means a 34% yield). (1) The yield is 0.720. The product is [NH2:12][C:11]1[CH:10]=[CH:9][C:8]([N:15]2[CH2:20][CH2:19][N:18]([C:21](=[O:23])[CH3:22])[CH2:17][CH2:16]2)=[CH:7][C:6]=1[O:5][CH2:4][CH2:3][O:2][CH3:1]. The reactants are [CH3:1][O:2][CH2:3][CH2:4][O:5][C:6]1[CH:7]=[C:8]([N:15]2[CH2:20][CH2:19][N:18]([C:21](=[O:23])[CH3:22])[CH2:17][CH2:16]2)[CH:9]=[CH:10][C:11]=1[N+:12]([O-])=O. The catalyst is C(O)C.C(Cl)Cl.[Pt](=O)=O. (2) The reactants are [C:1]([C:5]1[CH:12]=[CH:11][C:8]([C:9]#[N:10])=[C:7]([OH:13])[CH:6]=1)([CH3:4])([CH3:3])[CH3:2].[C:14](=O)([O-])[O-].[K+].[K+].IC. The catalyst is CN(C)C=O. The product is [C:1]([C:5]1[CH:12]=[CH:11][C:8]([C:9]#[N:10])=[C:7]([O:13][CH3:14])[CH:6]=1)([CH3:4])([CH3:2])[CH3:3]. The yield is 0.970. (3) The product is [CH3:19][O:18][C:17]1[C:16]([CH3:20])=[C:15]2[C:11]([C:12](=[O:21])[O:13][CH2:14]2)=[C:10]([O:22][CH2:23][CH2:24][Si:25]([CH3:27])([CH3:26])[CH3:28])[C:9]=1[CH2:8][CH:7]=[O:42]. The yield is 0.750. The reactants are COC(=O)CCC(C)=[CH:7][CH2:8][C:9]1[C:10]([O:22][CH2:23][CH2:24][Si:25]([CH3:28])([CH3:27])[CH3:26])=[C:11]2[C:15](=[C:16]([CH3:20])[C:17]=1[O:18][CH3:19])[CH2:14][O:13][C:12]2=[O:21].N1C=CC=CC=1.NC(N)=S.C[OH:42]. The catalyst is C(Cl)Cl.